This data is from NCI-60 drug combinations with 297,098 pairs across 59 cell lines. The task is: Regression. Given two drug SMILES strings and cell line genomic features, predict the synergy score measuring deviation from expected non-interaction effect. (1) Drug 1: CC(CN1CC(=O)NC(=O)C1)N2CC(=O)NC(=O)C2. Drug 2: CC1C(C(CC(O1)OC2CC(OC(C2O)C)OC3=CC4=CC5=C(C(=O)C(C(C5)C(C(=O)C(C(C)O)O)OC)OC6CC(C(C(O6)C)O)OC7CC(C(C(O7)C)O)OC8CC(C(C(O8)C)O)(C)O)C(=C4C(=C3C)O)O)O)O. Cell line: SK-OV-3. Synergy scores: CSS=3.86, Synergy_ZIP=-1.32, Synergy_Bliss=0.480, Synergy_Loewe=1.08, Synergy_HSA=0.730. (2) Drug 1: C1C(C(OC1N2C=NC3=C(N=C(N=C32)Cl)N)CO)O. Drug 2: B(C(CC(C)C)NC(=O)C(CC1=CC=CC=C1)NC(=O)C2=NC=CN=C2)(O)O. Cell line: SNB-19. Synergy scores: CSS=50.3, Synergy_ZIP=1.03, Synergy_Bliss=0.470, Synergy_Loewe=-3.44, Synergy_HSA=1.55. (3) Drug 1: CC12CCC(CC1=CCC3C2CCC4(C3CC=C4C5=CN=CC=C5)C)O. Drug 2: CN(C)N=NC1=C(NC=N1)C(=O)N. Cell line: KM12. Synergy scores: CSS=2.19, Synergy_ZIP=-9.59, Synergy_Bliss=-12.0, Synergy_Loewe=-11.7, Synergy_HSA=-11.0. (4) Drug 1: CCCCC(=O)OCC(=O)C1(CC(C2=C(C1)C(=C3C(=C2O)C(=O)C4=C(C3=O)C=CC=C4OC)O)OC5CC(C(C(O5)C)O)NC(=O)C(F)(F)F)O. Drug 2: CN(CC1=CN=C2C(=N1)C(=NC(=N2)N)N)C3=CC=C(C=C3)C(=O)NC(CCC(=O)O)C(=O)O. Cell line: MALME-3M. Synergy scores: CSS=40.7, Synergy_ZIP=-2.75, Synergy_Bliss=-4.34, Synergy_Loewe=-1.30, Synergy_HSA=-1.98. (5) Drug 1: CCC1=CC2CC(C3=C(CN(C2)C1)C4=CC=CC=C4N3)(C5=C(C=C6C(=C5)C78CCN9C7C(C=CC9)(C(C(C8N6C)(C(=O)OC)O)OC(=O)C)CC)OC)C(=O)OC.C(C(C(=O)O)O)(C(=O)O)O. Drug 2: CC1C(C(CC(O1)OC2CC(CC3=C2C(=C4C(=C3O)C(=O)C5=CC=CC=C5C4=O)O)(C(=O)C)O)N)O. Cell line: BT-549. Synergy scores: CSS=41.8, Synergy_ZIP=-2.98, Synergy_Bliss=-2.84, Synergy_Loewe=-2.93, Synergy_HSA=-0.444. (6) Drug 1: COC1=C(C=C2C(=C1)N=CN=C2NC3=CC(=C(C=C3)F)Cl)OCCCN4CCOCC4. Drug 2: C1=NC(=NC(=O)N1C2C(C(C(O2)CO)O)O)N. Cell line: SR. Synergy scores: CSS=45.1, Synergy_ZIP=1.18, Synergy_Bliss=3.62, Synergy_Loewe=4.58, Synergy_HSA=5.87. (7) Drug 1: C1=CC(=CC=C1CCCC(=O)O)N(CCCl)CCCl. Drug 2: C1CN(CCN1C(=O)CCBr)C(=O)CCBr. Cell line: MDA-MB-435. Synergy scores: CSS=6.33, Synergy_ZIP=2.33, Synergy_Bliss=6.78, Synergy_Loewe=-2.06, Synergy_HSA=-0.894.